From a dataset of CYP3A4 inhibition data for predicting drug metabolism from PubChem BioAssay. Regression/Classification. Given a drug SMILES string, predict its absorption, distribution, metabolism, or excretion properties. Task type varies by dataset: regression for continuous measurements (e.g., permeability, clearance, half-life) or binary classification for categorical outcomes (e.g., BBB penetration, CYP inhibition). Dataset: cyp3a4_veith. (1) The drug is COc1ccc(CN2CCNCC2)c(OC)c1OC. The result is 0 (non-inhibitor). (2) The compound is Cc1ccccc1OCC(O)Cn1c(NCc2ccccc2)nc2c1c(=O)[nH]c(=O)n2C. The result is 1 (inhibitor). (3) The molecule is FC(F)(F)c1nc2ccccc2nc1N/N=C\c1ccccc1. The result is 1 (inhibitor). (4) The compound is CN1CCC2(CC1)CCN(C(=O)c1cc(C(F)(F)F)cc(C(F)(F)F)c1)CC2. The result is 0 (non-inhibitor). (5) The molecule is CC(C)=C[C@H]1[C@@H](C(=O)Oc2ccccc2C(C)C)C1(C)C. The result is 0 (non-inhibitor). (6) The drug is Cc1cc(NC(=O)CCC(=O)N2CCC3(CC2)OCCO3)no1. The result is 0 (non-inhibitor). (7) The drug is Cc1cccc(C(=O)NC2CCN(C(=O)N3CCOCC3)CC2)c1. The result is 0 (non-inhibitor).